From a dataset of TCR-epitope binding with 47,182 pairs between 192 epitopes and 23,139 TCRs. Binary Classification. Given a T-cell receptor sequence (or CDR3 region) and an epitope sequence, predict whether binding occurs between them. The epitope is GLCTLVAML. The TCR CDR3 sequence is CASSYSWNEQFF. Result: 0 (the TCR does not bind to the epitope).